This data is from Full USPTO retrosynthesis dataset with 1.9M reactions from patents (1976-2016). The task is: Predict the reactants needed to synthesize the given product. (1) Given the product [O:11]=[C:6]1[CH:7]=[CH:8][C:9](=[O:10])[N:5]1[CH2:4][CH2:3][CH:2]=[O:1], predict the reactants needed to synthesize it. The reactants are: [OH:1][CH2:2][CH2:3][CH2:4][N:5]1[C:9](=[O:10])[CH:8]=[CH:7][C:6]1=[O:11].CC(O)C. (2) Given the product [Cl:1][C:2]1[CH:10]=[CH:9][C:8]([CH3:11])=[CH:7][C:3]=1[C:4]([NH:20][CH2:19][CH:18]([N:12]1[CH2:17][CH2:16][O:15][CH2:14][CH2:13]1)[C:21]1[CH:22]=[N:23][CH:24]=[CH:25][CH:26]=1)=[O:6], predict the reactants needed to synthesize it. The reactants are: [Cl:1][C:2]1[CH:10]=[CH:9][C:8]([CH3:11])=[CH:7][C:3]=1[C:4]([OH:6])=O.[N:12]1([CH:18]([C:21]2[CH:22]=[N:23][CH:24]=[CH:25][CH:26]=2)[CH2:19][NH2:20])[CH2:17][CH2:16][O:15][CH2:14][CH2:13]1. (3) Given the product [CH3:20][S:21]([O:12][CH2:11][CH2:10][O:9][C:4]1[C:5]([Cl:8])=[N:6][CH:7]=[C:2]([Br:1])[CH:3]=1)(=[O:23])=[O:22], predict the reactants needed to synthesize it. The reactants are: [Br:1][C:2]1[CH:3]=[C:4]([O:9][CH2:10][CH2:11][OH:12])[C:5]([Cl:8])=[N:6][CH:7]=1.C(N(CC)CC)C.[CH3:20][S:21](Cl)(=[O:23])=[O:22]. (4) Given the product [F:13][C:14]1[CH:15]=[C:16]([N:17]2[CH2:6][CH2:7][CH:5]([C:8]([OH:9])=[O:10])[C:4]2=[O:11])[CH:18]=[CH:19][C:20]=1[C:21]([F:23])([F:24])[F:22], predict the reactants needed to synthesize it. The reactants are: CC1(C)[O:9][C:8](=[O:10])[C:5]2([CH2:7][CH2:6]2)[C:4](=[O:11])O1.[F:13][C:14]1[CH:15]=[C:16]([CH:18]=[CH:19][C:20]=1[C:21]([F:24])([F:23])[F:22])[NH2:17]. (5) Given the product [CH3:12][N:13]1[CH:17]=[C:16]([C:18]2[CH:19]=[C:20]3[C:28](=[O:29])[C:27]4[CH:30]=[C:31]([CH2:34][S:35]([NH:38][CH2:39][C:40]5[CH:45]=[CH:44][CH:43]=[CH:42][N+:41]=5[O-:6])(=[O:36])=[O:37])[CH:32]=[CH:33][C:26]=4[CH:25]=[CH:24][C:21]3=[N:22][CH:23]=2)[CH:15]=[N:14]1, predict the reactants needed to synthesize it. The reactants are: ClC1C=C(C=CC=1)C(OO)=[O:6].[CH3:12][N:13]1[CH:17]=[C:16]([C:18]2[CH:19]=[C:20]3[C:28](=[O:29])[C:27]4[CH:30]=[C:31]([CH2:34][S:35]([NH:38][CH2:39][C:40]5[CH:45]=[CH:44][CH:43]=[CH:42][N:41]=5)(=[O:37])=[O:36])[CH:32]=[CH:33][C:26]=4[CH:25]=[CH:24][C:21]3=[N:22][CH:23]=2)[CH:15]=[N:14]1.C(=O)([O-])O.[Na+]. (6) The reactants are: [CH2:1]([C:3]1[O:7][C:6]([NH:8][C:9](=[O:16])OCC(Cl)(Cl)Cl)=[N:5][N:4]=1)[CH3:2].[C:17]1([C:23]2[N:27]=[C:26]([N:28]3[CH2:33][CH2:32][NH:31][CH2:30][CH2:29]3)[S:25][N:24]=2)[CH:22]=[CH:21][CH:20]=[CH:19][CH:18]=1.C(N(C(C)C)CC)(C)C.O. Given the product [CH2:1]([C:3]1[O:7][C:6]([NH:8][C:9]([N:31]2[CH2:32][CH2:33][N:28]([C:26]3[S:25][N:24]=[C:23]([C:17]4[CH:22]=[CH:21][CH:20]=[CH:19][CH:18]=4)[N:27]=3)[CH2:29][CH2:30]2)=[O:16])=[N:5][N:4]=1)[CH3:2], predict the reactants needed to synthesize it. (7) Given the product [O:37]1[CH2:38][CH:35]([CH2:34][N:10]2[C:6]3[CH:5]=[CH:4][NH:3][C:2](=[O:1])[C:7]=3[C:8]([C:11]3[CH:12]=[CH:13][C:14]([S:17]([NH2:20])(=[O:19])=[O:18])=[CH:15][CH:16]=3)=[N:9]2)[CH2:36]1, predict the reactants needed to synthesize it. The reactants are: [O:1]=[C:2]1[C:7]2[C:8]([C:11]3[CH:16]=[CH:15][C:14]([S:17]([NH2:20])(=[O:19])=[O:18])=[CH:13][CH:12]=3)=[N:9][NH:10][C:6]=2[CH:5]=[CH:4][NH:3]1.[H-].[Na+].CC1C=CC(S(O[CH2:34][CH:35]2[CH2:38][O:37][CH2:36]2)(=O)=O)=CC=1.